Dataset: Full USPTO retrosynthesis dataset with 1.9M reactions from patents (1976-2016). Task: Predict the reactants needed to synthesize the given product. (1) Given the product [CH:1]1([CH2:6][O:7][CH2:16][C:15]2[CH:18]=[CH:19][C:12]([O:11][CH3:10])=[CH:13][CH:14]=2)[CH2:5][CH:4]=[CH:3][CH2:2]1, predict the reactants needed to synthesize it. The reactants are: [CH:1]1([CH2:6][OH:7])[CH2:5][CH:4]=[CH:3][CH2:2]1.[H-].[Na+].[CH3:10][O:11][C:12]1[CH:19]=[CH:18][C:15]([CH2:16]Cl)=[CH:14][CH:13]=1. (2) Given the product [NH2:24][C:22]1[CH:21]=[C:20]([N:27]([C:35]2[N:40]=[C:39]([C:41]([F:42])([F:43])[F:44])[CH:38]=[CH:37][N:36]=2)[C:28](=[O:34])[O:29][C:30]([CH3:32])([CH3:33])[CH3:31])[CH:19]=[C:18]([C:15]2[S:14][C:13]([C:9]3([O:8][Si:1]([C:4]([CH3:7])([CH3:6])[CH3:5])([CH3:2])[CH3:3])[CH2:10][CH2:11][CH2:12]3)=[N:17][CH:16]=2)[CH:23]=1, predict the reactants needed to synthesize it. The reactants are: [Si:1]([O:8][C:9]1([C:13]2[S:14][C:15]([C:18]3[CH:19]=[C:20]([N:27]([C:35]4[N:40]=[C:39]([C:41]([F:44])([F:43])[F:42])[CH:38]=[CH:37][N:36]=4)[C:28](=[O:34])[O:29][C:30]([CH3:33])([CH3:32])[CH3:31])[CH:21]=[C:22]([N+:24]([O-])=O)[CH:23]=3)=[CH:16][N:17]=2)[CH2:12][CH2:11][CH2:10]1)([C:4]([CH3:7])([CH3:6])[CH3:5])([CH3:3])[CH3:2]. (3) Given the product [Si:36]([O:43][CH2:44][CH2:45][CH2:46][N:47]([CH2:48][CH2:49][CH3:50])[C:33]([C:11]1=[CH:12][C:13]2[CH:19]=[CH:18][C:17]([C:20]3[CH:25]=[CH:24][C:23]([C:26]([N:28]4[CH2:29][CH2:30][CH2:31][CH2:32]4)=[O:27])=[CH:22][CH:21]=3)=[CH:16][C:14]=2[N:15]=[C:9]([NH:8][C:6](=[O:7])[O:5][C:1]([CH3:3])([CH3:2])[CH3:4])[CH2:10]1)=[O:35])([C:39]([CH3:42])([CH3:41])[CH3:40])([CH3:38])[CH3:37], predict the reactants needed to synthesize it. The reactants are: [C:1]([O:5][C:6]([NH:8][C:9]1[CH2:10][C:11]([C:33]([OH:35])=O)=[CH:12][C:13]2[CH:19]=[CH:18][C:17]([C:20]3[CH:25]=[CH:24][C:23]([C:26]([N:28]4[CH2:32][CH2:31][CH2:30][CH2:29]4)=[O:27])=[CH:22][CH:21]=3)=[CH:16][C:14]=2[N:15]=1)=[O:7])([CH3:4])([CH3:3])[CH3:2].[Si:36]([O:43][CH2:44][CH2:45][CH2:46][NH:47][CH2:48][CH2:49][CH3:50])([C:39]([CH3:42])([CH3:41])[CH3:40])([CH3:38])[CH3:37]. (4) Given the product [CH3:13][O:12][C:11]1[C:2]([CH:27]([C:26]2[CH:29]=[CH:30][C:23]([O:22][CH3:21])=[CH:24][CH:25]=2)[OH:28])=[C:3]2[C:8](=[CH:9][CH:10]=1)[N:7]=[C:6]([S:14][CH3:15])[CH:5]=[CH:4]2, predict the reactants needed to synthesize it. The reactants are: Br[C:2]1[C:11]([O:12][CH3:13])=[CH:10][CH:9]=[C:8]2[C:3]=1[CH:4]=[CH:5][C:6]([S:14][CH3:15])=[N:7]2.[Li]C(C)(C)C.[CH3:21][O:22][C:23]1[CH:30]=[CH:29][C:26]([CH:27]=[O:28])=[CH:25][CH:24]=1.